Dataset: Full USPTO retrosynthesis dataset with 1.9M reactions from patents (1976-2016). Task: Predict the reactants needed to synthesize the given product. (1) The reactants are: [N:1]1[CH:6]=[CH:5][CH:4]=[CH:3][C:2]=1[C:7]1[CH:26]=[CH:25][C:10]([C:11]([NH:13][CH2:14][CH2:15][CH2:16][C:17]2[CH:24]=[CH:23][C:20]([CH2:21]Cl)=[CH:19][CH:18]=2)=[O:12])=[CH:9][CH:8]=1.[H-].[Na+].[C:29]1([CH2:35][CH2:36][CH2:37][CH:38]([C:49]([O-:51])=[O:50])[C:39]([O:41][CH2:42][C:43]2[CH:48]=[CH:47][CH:46]=[CH:45][CH:44]=2)=[O:40])[CH:34]=[CH:33][CH:32]=[CH:31][CH:30]=1. Given the product [C:29]1([CH2:35][CH2:36][CH2:37][C:38]([CH2:21][C:20]2[CH:23]=[CH:24][C:17]([CH2:16][CH2:15][CH2:14][NH:13][C:11](=[O:12])[C:10]3[CH:25]=[CH:26][C:7]([C:2]4[CH:3]=[CH:4][CH:5]=[CH:6][N:1]=4)=[CH:8][CH:9]=3)=[CH:18][CH:19]=2)([C:49]([O:51][CH2:2][C:7]2[CH:26]=[CH:25][CH:10]=[CH:9][CH:8]=2)=[O:50])[C:39]([O:41][CH2:42][C:43]2[CH:44]=[CH:45][CH:46]=[CH:47][CH:48]=2)=[O:40])[CH:34]=[CH:33][CH:32]=[CH:31][CH:30]=1, predict the reactants needed to synthesize it. (2) Given the product [Br:16][C:5]1[S:1][CH:2]=[C:3]([C:6]([OH:8])=[O:7])[CH:4]=1, predict the reactants needed to synthesize it. The reactants are: [S:1]1[CH:5]=[CH:4][C:3]([C:6]([OH:8])=[O:7])=[CH:2]1.Br.C1C=C[NH+]=CC=1.[Br:16][Br-]Br. (3) Given the product [C:1]1([N:7]([CH2:30][CH2:31][C:32]([OH:34])=[O:33])[C:8]([C:10]2[CH:11]=[CH:12][C:13]3[S:17][C:16]([CH2:18][NH:19][C:20]4[CH:25]=[CH:24][C:23]([C:26](=[NH:27])[NH2:28])=[CH:22][CH:21]=4)=[N:15][C:14]=3[CH:29]=2)=[O:9])[CH:6]=[CH:5][CH:4]=[CH:3][CH:2]=1, predict the reactants needed to synthesize it. The reactants are: [C:1]1([N:7]([CH2:30][CH2:31][C:32]([O:34]CC)=[O:33])[C:8]([C:10]2[CH:11]=[CH:12][C:13]3[S:17][C:16]([CH2:18][NH:19][C:20]4[CH:25]=[CH:24][C:23]([C:26](=[NH:28])[NH2:27])=[CH:22][CH:21]=4)=[N:15][C:14]=3[CH:29]=2)=[O:9])[CH:6]=[CH:5][CH:4]=[CH:3][CH:2]=1.[OH-].[Na+].Cl. (4) The reactants are: [F:1][C:2]1[C:7]([C:8]([F:11])([F:10])[F:9])=[CH:6][CH:5]=[CH:4][C:3]=1[NH:12][C:13]1[N:17]=[C:16]([N:18](CC2C=CC(OC)=CC=2)CC2C=CC(OC)=CC=2)[N:15](CC2C=CC(OC)=CC=2)[N:14]=1.C(O)(C(F)(F)F)=O. Given the product [F:1][C:2]1[C:7]([C:8]([F:10])([F:11])[F:9])=[CH:6][CH:5]=[CH:4][C:3]=1[NH:12][C:13]1[N:17]=[C:16]([NH2:18])[NH:15][N:14]=1, predict the reactants needed to synthesize it. (5) Given the product [F:27][C:21]1[CH:22]=[N:23][CH:24]=[C:25]([F:26])[C:20]=1[CH2:19][O:1][C:2]1[C:3]2[N:4]([C:9]([C:13]([O:15][CH2:16][CH3:17])=[O:14])=[C:10]([CH3:12])[N:11]=2)[CH:5]=[C:6]([CH3:8])[CH:7]=1, predict the reactants needed to synthesize it. The reactants are: [OH:1][C:2]1[C:3]2[N:4]([C:9]([C:13]([O:15][CH2:16][CH3:17])=[O:14])=[C:10]([CH3:12])[N:11]=2)[CH:5]=[C:6]([CH3:8])[CH:7]=1.Cl[CH2:19][C:20]1[C:25]([F:26])=[CH:24][N:23]=[CH:22][C:21]=1[F:27].C(=O)([O-])[O-].[Cs+].[Cs+]. (6) The reactants are: [C:1]([O:5][C:6]([N:8]1[CH2:13][CH2:12][CH:11]([CH2:14][CH2:15][CH2:16][N:17]=[N+]=[N-])[CH2:10][CH2:9]1)=[O:7])([CH3:4])([CH3:3])[CH3:2].C1(P(C2C=CC=CC=2)C2C=CC=CC=2)C=CC=CC=1. Given the product [C:1]([O:5][C:6]([N:8]1[CH2:13][CH2:12][CH:11]([CH2:14][CH2:15][CH2:16][NH2:17])[CH2:10][CH2:9]1)=[O:7])([CH3:4])([CH3:3])[CH3:2], predict the reactants needed to synthesize it. (7) Given the product [C:13]([O:17][C:18]([N:20]1[CH2:25][CH2:24][C:23]2[NH:32][C:4]([C:6]3[CH:11]=[CH:10][N:9]=[C:8]([Cl:12])[CH:7]=3)=[CH:3][C:22]=2[C:21]1=[O:27])=[O:19])([CH3:16])([CH3:15])[CH3:14], predict the reactants needed to synthesize it. The reactants are: Br.Br[CH2:3][C:4]([C:6]1[CH:11]=[CH:10][N:9]=[C:8]([Cl:12])[CH:7]=1)=O.[C:13]([O:17][C:18]([N:20]1[CH2:25][CH2:24][C:23](=O)[CH2:22][C:21]1=[O:27])=[O:19])([CH3:16])([CH3:15])[CH3:14].C([O-])(=O)C.[NH4+:32]. (8) Given the product [F:16][C:17]1[CH:22]=[C:21]([CH2:23][CH2:24][N:6]2[C:7]3[CH:8]=[CH:9][C:10]([CH3:13])=[CH:11][C:12]=3[C:4]3[CH2:3][N:2]([CH3:1])[CH2:15][CH2:14][C:5]2=3)[CH:20]=[N:19][CH:18]=1, predict the reactants needed to synthesize it. The reactants are: [CH3:1][N:2]1[CH2:15][CH2:14][C:5]2[NH:6][C:7]3[CH:8]=[CH:9][C:10]([CH3:13])=[CH:11][C:12]=3[C:4]=2[CH2:3]1.[F:16][C:17]1[CH:18]=[N:19][CH:20]=[C:21]([CH:23]=[CH2:24])[CH:22]=1.[OH-].[K+].